Dataset: Reaction yield outcomes from USPTO patents with 853,638 reactions. Task: Predict the reaction yield, written as a fraction of the theoretical maximum amount of product (1.0 means a 100% yield; for example, 0.34 means a 34% yield). The reactants are C([O:4][CH2:5][C:6]1[C:7]([N:32]2[CH2:43][CH2:42][N:41]3[C:34](=[CH:35][C:36]4[CH2:37][C:38]([CH3:45])([CH3:44])[CH2:39][C:40]=43)[C:33]2=[O:46])=[N:8][CH:9]=[CH:10][C:11]=1[C:12]1[CH:17]=[C:16]([NH:18][C:19]2[CH:29]=[C:22]3[CH:23]([CH3:28])[N:24]([CH3:27])[CH2:25][CH2:26][N:21]3[N:20]=2)[C:15](=[O:30])[N:14]([CH3:31])[CH:13]=1)(=O)C.[OH-].[Li+].C(O)(C)C.C1COCC1. The catalyst is O. The product is [CH3:28][CH:23]1[N:24]([CH3:27])[CH2:25][CH2:26][N:21]2[N:20]=[C:19]([NH:18][C:16]3[C:15](=[O:30])[N:14]([CH3:31])[CH:13]=[C:12]([C:11]4[CH:10]=[CH:9][N:8]=[C:7]([N:32]5[CH2:43][CH2:42][N:41]6[C:34](=[CH:35][C:36]7[CH2:37][C:38]([CH3:44])([CH3:45])[CH2:39][C:40]=76)[C:33]5=[O:46])[C:6]=4[CH2:5][OH:4])[CH:17]=3)[CH:29]=[C:22]12. The yield is 0.430.